Task: Predict the reactants needed to synthesize the given product.. Dataset: Full USPTO retrosynthesis dataset with 1.9M reactions from patents (1976-2016) Given the product [Cl:15][C:16]([Cl:21])=[CH:17][CH2:18][O:14][C:4]1[CH:5]=[C:6]([Cl:13])[C:7]([O:8][CH2:9][CH2:10][CH2:11][OH:23])=[C:2]([Cl:1])[CH:3]=1, predict the reactants needed to synthesize it. The reactants are: [Cl:1][C:2]1[CH:3]=[C:4]([OH:14])[CH:5]=[C:6]([Cl:13])[C:7]=1[O:8][CH2:9][CH:10](O)[CH3:11].[Cl:15][C:16]([Cl:21])(Cl)[CH2:17][CH2:18]Cl.C(=O)([O-])[O-:23].[K+].[K+].